From a dataset of Catalyst prediction with 721,799 reactions and 888 catalyst types from USPTO. Predict which catalyst facilitates the given reaction. (1) Reactant: [F:1][C:2]([F:17])([S:13]([O-:16])(=[O:15])=[O:14])[C:3]([F:12])([F:11])[C:4]([F:10])([F:9])[C:5]([F:8])([F:7])[F:6].[K+].[Br-].[CH2:20]([S+:29]1[CH2:33][CH2:32][CH2:31][CH2:30]1)[C:21]([C:23]1[CH:28]=[CH:27][CH:26]=[CH:25][CH:24]=1)=[O:22]. Product: [F:17][C:2]([F:1])([S:13]([O-:16])(=[O:15])=[O:14])[C:3]([F:11])([F:12])[C:4]([F:10])([F:9])[C:5]([F:8])([F:7])[F:6].[CH2:20]([S+:29]1[CH2:33][CH2:32][CH2:31][CH2:30]1)[C:21]([C:23]1[CH:28]=[CH:27][CH:26]=[CH:25][CH:24]=1)=[O:22]. The catalyst class is: 72. (2) Product: [Cl:1][C:2]1[C:7]([S:22][CH2:19][CH2:20][CH3:21])=[CH:6][C:5]([NH2:9])=[C:4]([N+:10]([O-:12])=[O:11])[CH:3]=1. The catalyst class is: 3. Reactant: [Cl:1][C:2]1[C:7](Cl)=[CH:6][C:5]([NH2:9])=[C:4]([N+:10]([O-:12])=[O:11])[CH:3]=1.C(=O)([O-])[O-].[K+].[K+].[CH2:19]([SH:22])[CH2:20][CH3:21]. (3) Reactant: C(OC([N:8]1[CH2:13][CH2:12][CH:11]([N:14]2[C:18](=[O:19])[C:17]([C:20]3[CH:25]=[CH:24][C:23]([F:26])=[CH:22][CH:21]=3)=[C:16]([C:27]3[CH:32]=[CH:31][N:30]=[C:29]([NH:33][CH:34]([C:36]4[CH:41]=[CH:40][CH:39]=[CH:38][CH:37]=4)[CH3:35])[N:28]=3)[N:15]2[CH3:42])[CH2:10][CH2:9]1)=O)(C)(C)C.C(O)(C(F)(F)F)=O. Product: [F:26][C:23]1[CH:22]=[CH:21][C:20]([C:17]2[C:18](=[O:19])[N:14]([CH:11]3[CH2:12][CH2:13][NH:8][CH2:9][CH2:10]3)[N:15]([CH3:42])[C:16]=2[C:27]2[CH:32]=[CH:31][N:30]=[C:29]([NH:33][CH:34]([C:36]3[CH:41]=[CH:40][CH:39]=[CH:38][CH:37]=3)[CH3:35])[N:28]=2)=[CH:25][CH:24]=1. The catalyst class is: 2. (4) Reactant: I([O-])(=O)(=O)=O.[Na+].[S:7]1[CH2:12][CH2:11][N:10]([C:13]2[CH:18]=[CH:17][C:16]([N:19]3[CH2:23][C@H:22]([CH2:24][NH:25][C:26](=[O:32])[O:27][C:28]([CH3:31])([CH3:30])[CH3:29])[O:21][C:20]3=[O:33])=[CH:15][CH:14]=2)[CH2:9][CH2:8]1.C[OH:35].C(Cl)Cl. Product: [O:35]=[S:7]1[CH2:12][CH2:11][N:10]([C:13]2[CH:14]=[CH:15][C:16]([N:19]3[CH2:23][C@H:22]([CH2:24][NH:25][C:26](=[O:32])[O:27][C:28]([CH3:30])([CH3:29])[CH3:31])[O:21][C:20]3=[O:33])=[CH:17][CH:18]=2)[CH2:9][CH2:8]1. The catalyst class is: 24. (5) Reactant: [H-].[Na+].[F:3][C:4]([F:11])([C:7]([F:10])([F:9])[F:8])[CH2:5][OH:6].Cl[C:13]1[CH:22]=[CH:21][C:16]([C:17]([O:19][CH3:20])=[O:18])=[CH:15][N:14]=1.[OH-].[Na+]. Product: [F:3][C:4]([F:11])([C:7]([F:10])([F:9])[F:8])[CH2:5][O:6][C:13]1[CH:22]=[CH:21][C:16]([C:17]([O:19][CH3:20])=[O:18])=[CH:15][N:14]=1. The catalyst class is: 44. (6) Reactant: [F:1][C:2]1[C:3]([CH:18]=[CH2:19])=[C:4]([CH:12]([OH:17])[CH2:13][CH2:14][CH:15]=[CH2:16])[CH:5]=[C:6]2[C:10]=1[N:9]([CH3:11])[CH:8]=[CH:7]2.C[N+]1([O-])CCOCC1. Product: [F:1][C:2]1[C:3]([CH:18]=[CH2:19])=[C:4]([C:12](=[O:17])[CH2:13][CH2:14][CH:15]=[CH2:16])[CH:5]=[C:6]2[C:10]=1[N:9]([CH3:11])[CH:8]=[CH:7]2. The catalyst class is: 862. (7) Reactant: [CH3:1][O:2][C:3]1[CH:8]=[CH:7][C:6]([C:9](F)(F)F)=[CH:5][C:4]=1[N:13]=[C:14]=[O:15].[C:16](Cl)(Cl)=O.CO[C:22]1[CH:28]=[CH:27][C:26](C(F)(F)F)=[CH:25][C:23]=1[NH2:24].N1C=C[CH:36]=[CH:35][CH:34]=1. Product: [CH3:1][O:2][C:3]1[C:4]([NH:13][C:14]([NH:24][C:23]2[CH:22]=[CH:28][C:27]([CH3:16])=[CH:26][CH:25]=2)=[O:15])=[CH:5][C:6]2[C:7]([CH:8]=1)=[CH:36][CH:35]=[CH:34][CH:9]=2. The catalyst class is: 2. (8) Reactant: [NH:1]([C:7]([O:9][C:10]([CH3:13])([CH3:12])[CH3:11])=[O:8])[C@@H:2]([C:4]([NH2:6])=O)[CH3:3]. Product: [NH2:6][CH2:4][C@H:2]([NH:1][C:7](=[O:8])[O:9][C:10]([CH3:13])([CH3:12])[CH3:11])[CH3:3]. The catalyst class is: 7.